This data is from Catalyst prediction with 721,799 reactions and 888 catalyst types from USPTO. The task is: Predict which catalyst facilitates the given reaction. (1) Reactant: Cl[C:2]1[CH:7]=[C:6]([C:8]2[CH:13]=[CH:12][CH:11]=[C:10]([CH3:14])[C:9]=2[CH3:15])[N:5]=[C:4]([NH2:16])[N:3]=1.[NH2:17][CH2:18][CH:19]([O:21][C:22]1[CH:23]=[N:24][CH:25]=[CH:26][CH:27]=1)[CH3:20]. Product: [CH3:15][C:9]1[C:10]([CH3:14])=[CH:11][CH:12]=[CH:13][C:8]=1[C:6]1[N:5]=[C:4]([NH2:16])[N:3]=[C:2]([NH:17][CH2:18][CH:19]([O:21][C:22]2[CH:23]=[N:24][CH:25]=[CH:26][CH:27]=2)[CH3:20])[CH:7]=1. The catalyst class is: 5. (2) Reactant: F[C:2]1[CH:9]=[CH:8][C:5]([C:6]#[N:7])=[CH:4][CH:3]=1.[F:10][C:11]1[CH:12]=[C:13]([OH:17])[CH:14]=[CH:15][CH:16]=1.C(=O)([O-])[O-].[Cs+].[Cs+].CN(C=O)C. Product: [F:10][C:11]1[CH:12]=[C:13]([CH:14]=[CH:15][CH:16]=1)[O:17][C:2]1[CH:9]=[CH:8][C:5]([C:6]#[N:7])=[CH:4][CH:3]=1. The catalyst class is: 13. (3) Reactant: [H-].[H-].[H-].[H-].[Li+].[Al+3].[F:7][C:8]1[C:9]([CH2:18][CH2:19][OH:20])=[C:10]([CH:14]=[CH:15][C:16]=1[F:17])[C:11](O)=[O:12]. The catalyst class is: 1. Product: [F:7][C:8]1[C:16]([F:17])=[CH:15][CH:14]=[C:10]([CH2:11][OH:12])[C:9]=1[CH2:18][CH2:19][OH:20]. (4) Reactant: Cl.[CH3:2][NH:3][O:4][CH3:5].C(N(CC)CC)C.[CH:13]1([C:16](Cl)=[O:17])[CH2:15][CH2:14]1. Product: [CH3:5][O:4][N:3]([CH3:2])[C:16]([CH:13]1[CH2:15][CH2:14]1)=[O:17]. The catalyst class is: 4. (5) Reactant: [C:1]([O:5][CH2:6][CH2:7][CH2:8][CH2:9][CH2:10][CH2:11][O:12][C:13]1[CH:36]=[CH:35][C:16]([C:17]([O:19][C:20]2[CH:34]=[CH:33][C:23]([CH:24]=[CH:25][C:26]([O:28]COCC)=[O:27])=[CH:22][CH:21]=2)=[O:18])=[CH:15][CH:14]=1)(=[O:4])[CH:2]=[CH2:3].C1(C)C=CC(S([O-])(=O)=O)=CC=1.[NH+]1C=CC=CC=1.COC1C=CC(O)=CC=1. Product: [C:1]([O:5][CH2:6][CH2:7][CH2:8][CH2:9][CH2:10][CH2:11][O:12][C:13]1[CH:36]=[CH:35][C:16]([C:17]([O:19][C:20]2[CH:34]=[CH:33][C:23]([CH:24]=[CH:25][C:26]([OH:28])=[O:27])=[CH:22][CH:21]=2)=[O:18])=[CH:15][CH:14]=1)(=[O:4])[CH:2]=[CH2:3]. The catalyst class is: 8. (6) Reactant: [C:1]([C:4]1[C:22](=[O:23])[C@@:8]2([CH3:24])[C:9]3[C:15]([OH:16])=[CH:14][C:13]([O:17][CH3:18])=[C:12]([C:19]([NH2:21])=[O:20])[C:10]=3[O:11][C:7]2=[CH:6][C:5]=1[OH:25])(=[O:3])[CH3:2].[Cl:26][C:27]1[CH:45]=[C:44]([Cl:46])[CH:43]=[CH:42][C:28]=1[O:29][C:30]1[C:39]2[C:34](=[CH:35][CH:36]=[CH:37][CH:38]=2)[C:33]([CH:40]=O)=[CH:32][CH:31]=1.C([SiH](CC)CC)C.FC(F)(F)C(O)=O. Product: [C:1]([C:4]1[C:22](=[O:23])[C@@:8]2([CH3:24])[C:9]3[C:15]([OH:16])=[CH:14][C:13]([O:17][CH3:18])=[C:12]([C:19]([NH:21][CH2:40][C:33]4[C:34]5[C:39](=[CH:38][CH:37]=[CH:36][CH:35]=5)[C:30]([O:29][C:28]5[CH:42]=[CH:43][C:44]([Cl:46])=[CH:45][C:27]=5[Cl:26])=[CH:31][CH:32]=4)=[O:20])[C:10]=3[O:11][C:7]2=[CH:6][C:5]=1[OH:25])(=[O:3])[CH3:2]. The catalyst class is: 10. (7) Product: [Cl:1][C:2]1[C:7]([Cl:8])=[C:6]([F:9])[CH:5]=[CH:4][C:3]=1[C:10]([N:12]1[CH2:17][CH2:16][N:15]2[C:37]([C:32]3[CH:33]=[N:34][CH:35]=[CH:36][N:31]=3)=[N:39][N:40]=[C:14]2[CH2:13]1)=[O:11]. The catalyst class is: 4. Reactant: [Cl:1][C:2]1[C:7]([Cl:8])=[C:6]([F:9])[CH:5]=[CH:4][C:3]=1[C:10]([N:12]1[CH2:17][CH2:16][NH:15][C:14](=O)[CH2:13]1)=[O:11].F[B-](F)(F)F.C([O+](CC)CC)C.[N:31]1[CH:36]=[CH:35][N:34]=[CH:33][C:32]=1[C:37]([NH:39][NH2:40])=O. (8) Reactant: [Cl:1][C:2]1[CH:8]=[CH:7][C:6]([O:9][C:10]2[CH:15]=[CH:14][C:13]([N+:16]([O-:18])=[O:17])=[CH:12][N:11]=2)=[CH:5][C:3]=1[NH2:4].[F:19][C:20]([F:31])([F:30])[C:21](O[C:21](=[O:22])[C:20]([F:31])([F:30])[F:19])=[O:22]. Product: [Cl:1][C:2]1[CH:8]=[CH:7][C:6]([O:9][C:10]2[CH:15]=[CH:14][C:13]([N+:16]([O-:18])=[O:17])=[CH:12][N:11]=2)=[CH:5][C:3]=1[NH:4][C:21](=[O:22])[C:20]([F:31])([F:30])[F:19]. The catalyst class is: 7. (9) Reactant: Cl.Cl.[CH3:3][O:4][C:5]1[CH:10]=[CH:9][C:8]([N:11]2[CH2:16][CH2:15][NH:14][CH2:13][CH2:12]2)=[CH:7][CH:6]=1.C(N(CC)CC)C.[Cl:24][CH2:25][CH2:26][C:27](Cl)=[O:28].CO. Product: [Cl:24][CH2:25][CH2:26][C:27]([N:14]1[CH2:15][CH2:16][N:11]([C:8]2[CH:7]=[CH:6][C:5]([O:4][CH3:3])=[CH:10][CH:9]=2)[CH2:12][CH2:13]1)=[O:28]. The catalyst class is: 2.